This data is from Full USPTO retrosynthesis dataset with 1.9M reactions from patents (1976-2016). The task is: Predict the reactants needed to synthesize the given product. Given the product [CH:10]1[C:11]2=[C:12]3[C:16](=[CH:17][CH:18]=[C:19]2[NH:8][CH:9]=1)[NH:15][CH:14]([C:20]([O:22][CH2:23][CH2:24][C:25]1[CH:30]=[CH:29][C:28]([N+:31]([O-:33])=[O:32])=[CH:27][CH:26]=1)=[O:21])[CH2:13]3, predict the reactants needed to synthesize it. The reactants are: C(OC([N:8]1[C:19]2[C:11](=[C:12]3[C:16](=[CH:17][CH:18]=2)[NH:15][CH:14]([C:20]([O:22][CH2:23][CH2:24][C:25]2[CH:30]=[CH:29][C:28]([N+:31]([O-:33])=[O:32])=[CH:27][CH:26]=2)=[O:21])[CH2:13]3)[CH:10]=[CH:9]1)=O)(C)(C)C.FC(F)(F)C(O)=O.